This data is from Full USPTO retrosynthesis dataset with 1.9M reactions from patents (1976-2016). The task is: Predict the reactants needed to synthesize the given product. (1) Given the product [C:1]([O:6][C:7]1([CH2:17][CH3:18])[CH:8]2[CH2:16][CH:12]3[CH2:11][CH:10]([CH2:15][CH:14]1[CH2:13]3)[CH2:9]2)(=[O:5])[C:2]([CH3:4])=[CH2:3].[C:19]([O:22][C:23]1[CH:30]=[CH:29][C:26]([CH:27]=[CH2:28])=[CH:25][CH:24]=1)(=[O:21])[CH3:20], predict the reactants needed to synthesize it. The reactants are: [C:1]([O:6][C:7]1([CH2:17][CH3:18])[CH:14]2[CH2:15][CH:10]3[CH2:11][CH:12]([CH2:16][CH:8]1[CH2:9]3)[CH2:13]2)(=[O:5])[C:2]([CH3:4])=[CH2:3].[C:19]([O:22][C:23]1[CH:30]=[CH:29][C:26]([CH:27]=[CH2:28])=[CH:25][CH:24]=1)(=[O:21])[CH3:20].C(O)(C)C.N(C(C)(C)C(OC)=O)=NC(C)(C)C(OC)=O. (2) The reactants are: [NH2:1][C:2]1[CH:19]=[CH:18][C:5]([O:6][C:7]2[C:16]3[N:15]=[CH:14][C:13](=[O:17])[NH:12][C:11]=3[N:10]=[CH:9][CH:8]=2)=[CH:4][C:3]=1[F:20].[C:21]([C:25]1[CH:29]=[C:28]([N:30]=[C:31]=[O:32])[N:27]([C:33]2[CH:38]=[CH:37][CH:36]=[CH:35][CH:34]=2)[N:26]=1)([CH3:24])([CH3:23])[CH3:22]. Given the product [C:21]([C:25]1[CH:29]=[C:28]([NH:30][C:31]([NH:1][C:2]2[CH:19]=[CH:18][C:5]([O:6][C:7]3[C:16]4[N:15]=[CH:14][C:13](=[O:17])[NH:12][C:11]=4[N:10]=[CH:9][CH:8]=3)=[CH:4][C:3]=2[F:20])=[O:32])[N:27]([C:33]2[CH:38]=[CH:37][CH:36]=[CH:35][CH:34]=2)[N:26]=1)([CH3:24])([CH3:22])[CH3:23], predict the reactants needed to synthesize it. (3) Given the product [F:3][C:4]([F:9])([CH2:7][OH:8])[CH2:5][O:6][C:11]1[N:16]=[CH:15][C:14]([C:17]#[N:18])=[CH:13][CH:12]=1, predict the reactants needed to synthesize it. The reactants are: [H-].[Na+].[F:3][C:4]([F:9])([CH2:7][OH:8])[CH2:5][OH:6].Cl[C:11]1[N:16]=[CH:15][C:14]([C:17]#[N:18])=[CH:13][CH:12]=1. (4) Given the product [Cl:20][C:18]1[CH:19]=[C:14]([Cl:13])[C:15]([N:29]2[C:9](=[O:10])[NH:8][C:6]([C:5]3[CH:11]=[CH:12][C:2]([I:1])=[CH:3][CH:4]=3)=[N:30]2)=[CH:16][C:17]=1[CH2:21][NH:22][C:23](=[O:28])[C:24]([CH3:25])([CH3:26])[CH3:27], predict the reactants needed to synthesize it. The reactants are: [I:1][C:2]1[CH:12]=[CH:11][C:5]([C:6]([N:8]=[C:9]=[O:10])=O)=[CH:4][CH:3]=1.[Cl:13][C:14]1[CH:19]=[C:18]([Cl:20])[C:17]([CH2:21][NH:22][C:23](=[O:28])[C:24]([CH3:27])([CH3:26])[CH3:25])=[CH:16][C:15]=1[NH:29][NH:30]C(OC(C)(C)C)=O.FC(F)(F)C(O)=O. (5) Given the product [N:1]1[C:10]2[C:5](=[CH:6][CH:7]=[CH:8][CH:9]=2)[CH:4]=[C:3]([CH2:11][S:12]([CH2:15][C@@H:16]([N:20]([OH:21])[CH:42]=[O:43])[CH2:17][O:18][CH3:19])(=[O:13])=[O:14])[CH:2]=1, predict the reactants needed to synthesize it. The reactants are: [N:1]1[C:10]2[C:5](=[CH:6][CH:7]=[CH:8][CH:9]=2)[CH:4]=[C:3]([CH2:11][S:12]([CH2:15][C@@H:16]([NH:20][OH:21])[CH2:17][O:18][CH3:19])(=[O:14])=[O:13])[CH:2]=1.C(CN[C@@H]([CH2:42][O:43]C)CS(CC1C=NC2C(C=1)=CC=CC=2)(=O)=O)#N.ClC1C=C(C=CC=1)C(OO)=O. (6) Given the product [OH:23][CH2:24][C:25]1[N:26]=[C:27]([C:30]2[CH:31]=[CH:32][C:33]([C:3]3[CH:8]=[CH:7][C:6]([N:9]4[CH2:13][C@H:12]([CH2:14][C:15](=[O:19])[C:16]([NH2:18])=[O:17])[O:11][CH2:10]4)=[CH:5][C:4]=3[F:20])=[CH:34][CH:35]=2)[S:28][CH:29]=1, predict the reactants needed to synthesize it. The reactants are: C[Sn](C)(C)[C:3]1[CH:8]=[CH:7][C:6]([N:9]2[CH2:13][C@H:12]([CH2:14][C:15](=[O:19])[C:16]([NH2:18])=[O:17])[O:11][CH2:10]2)=[CH:5][C:4]=1[F:20].[OH:23][CH2:24][C:25]1[N:26]=[C:27]([C:30]2[CH:35]=[CH:34][C:33](Br)=[CH:32][CH:31]=2)[S:28][CH:29]=1.